This data is from Forward reaction prediction with 1.9M reactions from USPTO patents (1976-2016). The task is: Predict the product of the given reaction. (1) Given the reactants [C:1]([C:5]1[N:6]=[C:7]2[CH:12]=[CH:11][C:10]([C:13]([O:15]C)=O)=[CH:9][N:8]2[CH:17]=1)([CH3:4])([CH3:3])[CH3:2], predict the reaction product. The product is: [NH2:6][CH2:5][CH2:17][NH:8][C:13]([C:10]1[CH:11]=[CH:12][C:7]2[N:8]([CH:17]=[C:5]([C:1]([CH3:2])([CH3:3])[CH3:4])[N:6]=2)[CH:9]=1)=[O:15]. (2) Given the reactants [H-].[Na+].C([O:7][C:8](=[O:24])[NH:9][C@@H:10]([C:20](O)([CH3:22])[CH3:21])[CH2:11][O:12][Si:13]([C:16]([CH3:19])([CH3:18])[CH3:17])([CH3:15])[CH3:14])(C)(C)C.[NH4+].[Cl-], predict the reaction product. The product is: [Si:13]([O:12][CH2:11][C@@H:10]1[C:20]([CH3:21])([CH3:22])[O:24][C:8](=[O:7])[NH:9]1)([C:16]([CH3:17])([CH3:18])[CH3:19])([CH3:14])[CH3:15]. (3) Given the reactants [Li]CCCC.[CH3:6][S:7][C:8]1[CH:12]=[CH:11][S:10][CH:9]=1.Cl[Si:14]([CH3:17])([CH3:16])[CH3:15], predict the reaction product. The product is: [CH3:15][Si:14]([CH3:17])([CH3:16])[C:9]1[S:10][CH:11]=[CH:12][C:8]=1[S:7][CH3:6]. (4) Given the reactants Cl.[Cl:2][C:3]1[C:12]([O:13]C)=[C:11]([O:15]C)[C:10]([Cl:17])=[C:9]2[C:4]=1[CH2:5][CH2:6][NH:7][CH2:8]2.[BrH:18], predict the reaction product. The product is: [BrH:18].[Cl:2][C:3]1[C:12]([OH:13])=[C:11]([OH:15])[C:10]([Cl:17])=[C:9]2[C:4]=1[CH2:5][CH2:6][NH:7][CH2:8]2. (5) The product is: [CH3:3][CH:2]([C:4]1[C:8]([CH2:9][CH2:10][C:11]([O:13][CH2:14][CH3:15])=[O:12])=[CH:7][N:6]([C:17]2[CH:22]=[CH:21][C:20]([N+:23]([O-:25])=[O:24])=[CH:19][N:18]=2)[N:5]=1)[CH3:1]. Given the reactants [CH3:1][CH:2]([C:4]1[C:8]([CH2:9][CH2:10][C:11]([O:13][CH2:14][CH3:15])=[O:12])=[CH:7][NH:6][N:5]=1)[CH3:3].Cl[C:17]1[CH:22]=[CH:21][C:20]([N+:23]([O-:25])=[O:24])=[CH:19][N:18]=1.CN(C)C=O.[H-].[Na+], predict the reaction product. (6) Given the reactants [NH2:1][CH2:2][CH2:3][CH2:4][CH2:5][N:6]1[C:18]2[C:17]3[CH:16]=[CH:15][CH:14]=[CH:13][C:12]=3[N:11]=[C:10]([NH2:19])[C:9]=2[N:8]=[C:7]1[CH2:20][CH2:21][O:22][CH3:23].[CH:24]([C:26]1[CH:38]=[CH:37][C:29]([O:30][CH2:31][C:32]([O:34][CH2:35][CH3:36])=[O:33])=[CH:28][CH:27]=1)=O.C[C:40]([OH:42])=O.[BH3-][C:44]#[N:45].[Na+], predict the reaction product. The product is: [NH2:19][C:10]1[C:9]2[N:8]=[C:7]([CH2:20][CH2:21][O:22][CH3:23])[N:6]([CH2:5][CH2:4][CH2:3][CH2:2][N:1]([CH2:24][C:26]3[CH:38]=[CH:37][C:29]([O:30][CH2:31][C:32]([O:34][CH2:35][CH3:36])=[O:33])=[CH:28][CH:27]=3)[C:40]([NH:1][CH2:2][CH2:3][N:45]3[CH2:44][CH2:17][CH2:18][CH2:9][CH2:10]3)=[O:42])[C:18]=2[C:17]2[CH:16]=[CH:15][CH:14]=[CH:13][C:12]=2[N:11]=1.